This data is from Forward reaction prediction with 1.9M reactions from USPTO patents (1976-2016). The task is: Predict the product of the given reaction. (1) Given the reactants [NH2:1][C:2]1[NH:11][C:10]([CH3:13])(C)[C:9]2[C:8](=[O:14])[CH2:7][CH:6]([C:15]3[CH:20]=[CH:19][CH:18]=[CH:17][C:16]=3Br)[CH2:5][C:4]=2[N:3]=1.[N:22]1[CH:27]=[CH:26][CH:25]=[CH:24][C:23]=1B(O)O.NC1N=C(C)C2C(=O)CC(C3C=CC=CC=3C3C=CC=CC=3)CC=2N=1, predict the reaction product. The product is: [NH2:1][C:2]1[N:11]=[C:10]([CH3:13])[C:9]2[C:8](=[O:14])[CH2:7][CH:6]([C:15]3[CH:20]=[CH:19][CH:18]=[CH:17][C:16]=3[C:23]3[CH:24]=[CH:25][CH:26]=[CH:27][N:22]=3)[CH2:5][C:4]=2[N:3]=1. (2) Given the reactants CC(C)([O-])C.[K+].[F:7][C:8]([F:12])([F:11])[CH2:9][OH:10].[Br:13][C:14]1[CH:19]=[C:18](F)[CH:17]=[C:16]([F:21])[CH:15]=1.O, predict the reaction product. The product is: [Br:13][C:14]1[CH:19]=[C:18]([O:10][CH2:9][C:8]([F:12])([F:11])[F:7])[CH:17]=[C:16]([F:21])[CH:15]=1. (3) Given the reactants [CH3:1][N:2]([CH3:10])[CH2:3][CH2:4][C:5](=O)[CH2:6][C:7]#[N:8].O.[NH2:12][NH2:13], predict the reaction product. The product is: [CH3:1][N:2]([CH3:10])[CH2:3][CH2:4][C:5]1[CH:6]=[C:7]([NH2:8])[NH:13][N:12]=1. (4) Given the reactants [CH2:1]([N:8]1[CH2:13][CH2:12][NH:11][CH2:10][CH2:9]1)[C:2]1[CH:7]=[CH:6][CH:5]=[CH:4][CH:3]=1.[O:14]1[CH:18]=[CH:17][CH:16]=[C:15]1[CH2:19][CH2:20][C:21](Cl)=[O:22].C(N(CC)CC)C, predict the reaction product. The product is: [CH2:1]([N:8]1[CH2:13][CH2:12][N:11]([C:21](=[O:22])[CH2:20][CH2:19][C:15]2[O:14][CH:18]=[CH:17][CH:16]=2)[CH2:10][CH2:9]1)[C:2]1[CH:3]=[CH:4][CH:5]=[CH:6][CH:7]=1. (5) Given the reactants C(O)(=O)C.Cl.[CH3:6][O:7][C:8]([N:10]1[CH2:15][CH2:14][CH2:13][CH:12]([NH:16]C(C2C=CC=CC=2)(C2C=CC=CC=2)C2C=CC=CC=2)[CH2:11]1)=[O:9], predict the reaction product. The product is: [CH3:6][O:7][C:8]([N:10]1[CH2:15][CH2:14][CH2:13][CH:12]([NH2:16])[CH2:11]1)=[O:9]. (6) Given the reactants [Cl:1][C:2]1[N:7]=[CH:6][C:5]([S:8](Cl)(=[O:10])=[O:9])=[CH:4][CH:3]=1.[OH-].[NH4+:13], predict the reaction product. The product is: [Cl:1][C:2]1[N:7]=[CH:6][C:5]([S:8]([NH2:13])(=[O:10])=[O:9])=[CH:4][CH:3]=1. (7) Given the reactants C([O:3][C:4](=O)[CH2:5][N:6]1[C:11]2[CH:12]=[C:13]([Cl:18])[C:14]([O:16][CH3:17])=[CH:15][C:10]=2[O:9][CH:8]([C:19]([N:21]2[CH2:26][CH2:25][C:24]([C:35]#[N:36])([CH2:27][C:28]3[CH:33]=[CH:32][C:31]([F:34])=[CH:30][CH:29]=3)[CH2:23][CH2:22]2)=[O:20])[CH2:7]1)C.[CH3:38][NH2:39], predict the reaction product. The product is: [Cl:18][C:13]1[C:14]([O:16][CH3:17])=[CH:15][C:10]2[O:9][CH:8]([C:19]([N:21]3[CH2:22][CH2:23][C:24]([C:35]#[N:36])([CH2:27][C:28]4[CH:33]=[CH:32][C:31]([F:34])=[CH:30][CH:29]=4)[CH2:25][CH2:26]3)=[O:20])[CH2:7][N:6]([CH2:5][C:4]([NH:39][CH3:38])=[O:3])[C:11]=2[CH:12]=1. (8) Given the reactants [CH2:1]([N:3]([CH2:6][C:7]([N:9]1[C:17]2[C:12](=[CH:13][C:14]([O:19][CH3:20])=[C:15]([NH2:18])[CH:16]=2)[CH2:11][CH2:10]1)=[O:8])[CH2:4][CH3:5])[CH3:2].Cl[C:22]1[N:23]=[C:24]([NH:41][C:42]2[CH:50]=[CH:49][CH:48]=[C:47]([F:51])[C:43]=2[C:44]([NH2:46])=[O:45])[C:25]2[CH:30]=[CH:29][N:28](S(C3C=CC(C)=CC=3)(=O)=O)[C:26]=2[N:27]=1.Cl.O1CCOCC1.[NH4+].[OH-].C[O-].[Na+], predict the reaction product. The product is: [CH2:1]([N:3]([CH2:4][CH3:5])[CH2:6][C:7]([N:9]1[C:17]2[C:12](=[CH:13][C:14]([O:19][CH3:20])=[C:15]([NH:18][C:22]3[NH:27][C:26]4=[N:28][CH:29]=[CH:30][C:25]4=[C:24]([NH:41][C:42]4[CH:50]=[CH:49][CH:48]=[C:47]([F:51])[C:43]=4[C:44]([NH2:46])=[O:45])[N:23]=3)[CH:16]=2)[CH2:11][CH2:10]1)=[O:8])[CH3:2].